The task is: Predict the reaction yield, written as a fraction of the theoretical maximum amount of product (1.0 means a 100% yield; for example, 0.34 means a 34% yield).. This data is from Reaction yield outcomes from USPTO patents with 853,638 reactions. (1) The reactants are Br[C:2]1[CH:3]=[C:4]([NH:8][C:9](=[O:19])[O:10][CH:11]2[CH:16]3[CH2:17][CH2:18][N:13]([CH2:14][CH2:15]3)[CH2:12]2)[CH:5]=[CH:6][CH:7]=1.[CH3:20][O:21][C:22]1[CH:23]=[C:24](B(O)O)[CH:25]=[CH:26][CH:27]=1. No catalyst specified. The product is [CH3:20][O:21][C:22]1[CH:27]=[C:26]([C:2]2[CH:7]=[CH:6][CH:5]=[C:4]([NH:8][C:9](=[O:19])[O:10][CH:11]3[CH:16]4[CH2:17][CH2:18][N:13]([CH2:14][CH2:15]4)[CH2:12]3)[CH:3]=2)[CH:25]=[CH:24][CH:23]=1. The yield is 0.710. (2) The reactants are [Cl:1][C:2]1[C:12]([N+:13]([O-])=O)=[CH:11][C:5]2[O:6][CH2:7][C:8](=[O:10])[NH:9][C:4]=2[CH:3]=1.CCOC(C)=O.CO.CCN(CC)CC. The catalyst is CN(C=O)C. The product is [NH2:13][C:12]1[C:2]([Cl:1])=[CH:3][C:4]2[NH:9][C:8](=[O:10])[CH2:7][O:6][C:5]=2[CH:11]=1. The yield is 0.450. (3) The reactants are [N:1]1([C:6]([O:8][C:9]([CH3:12])([CH3:11])[CH3:10])=[O:7])[CH2:5][CH:4]=[CH:3][CH2:2]1.C[N+]1([O-])CC[O:17]CC1.[OH2:21]. The catalyst is CC(C)=O.[Os](=O)(=O)(=O)=O. The product is [OH:21][C@H:3]1[C@@H:4]([OH:17])[CH2:5][N:1]([C:6]([O:8][C:9]([CH3:12])([CH3:11])[CH3:10])=[O:7])[CH2:2]1. The yield is 0.770. (4) The reactants are [C:1]([O:4][C@H:5]([C:7]#[C:8]/[CH:9]=C/C1C=CC=CC=1)[CH3:6])(=[O:3])[CH3:2].[O:17]=[O+][O-].CSC. The catalyst is CO. The product is [C:1]([O:4][C@H:5]([C:7]#[C:8][CH:9]=[O:17])[CH3:6])(=[O:3])[CH3:2]. The yield is 0.810.